Dataset: Peptide-MHC class II binding affinity with 134,281 pairs from IEDB. Task: Regression. Given a peptide amino acid sequence and an MHC pseudo amino acid sequence, predict their binding affinity value. This is MHC class II binding data. (1) The peptide sequence is GFTRRFKFLLNISYL. The MHC is DRB4_0101 with pseudo-sequence DRB4_0103. The binding affinity (normalized) is 0.693. (2) The peptide sequence is IFAIFRQDSSSTGWN. The MHC is DRB1_0101 with pseudo-sequence DRB1_0101. The binding affinity (normalized) is 0.549.